Dataset: Forward reaction prediction with 1.9M reactions from USPTO patents (1976-2016). Task: Predict the product of the given reaction. (1) Given the reactants [NH2:1][C:2]1[CH:3]=[CH:4][CH:5]=[C:6]2[C:11]=1[N:10]=[C:9]([C:12]1[CH:17]=[CH:16][CH:15]=[C:14]([C:18]([F:21])([F:20])[F:19])[CH:13]=1)[NH:8][C:7]2=[O:22].[N:23]1[CH:28]=[CH:27]N=[CH:25][C:24]=1[C:29]([OH:31])=O.[CH3:32]N(C(ON1N=NC2C=CC=NC1=2)=[N+](C)C)C.F[P-](F)(F)(F)(F)F.CCN(C(C)C)C(C)C, predict the reaction product. The product is: [O:22]=[C:7]1[C:6]2[C:11](=[C:2]([NH:1][C:29](=[O:31])[C:24]3[CH:25]=[CH:32][CH:27]=[CH:28][N:23]=3)[CH:3]=[CH:4][CH:5]=2)[N:10]=[C:9]([C:12]2[CH:17]=[CH:16][CH:15]=[C:14]([C:18]([F:21])([F:20])[F:19])[CH:13]=2)[NH:8]1. (2) Given the reactants ClC1C=C2C(C3CCNC(=O)C=3N2)=C2CCOC=12.[Cl:19][C:20]1[C:21]2[C:22]3[CH2:35][CH2:34][NH:33][C:32](=[O:36])[C:23]=3[NH:24][C:25]=2[CH:26]=[C:27]2[CH2:31][CH2:30][O:29][C:28]=12.[OH-].[Na+].C(OC([O:41][C:42]([CH3:45])([CH3:44])[CH3:43])=O)([O:41][C:42]([CH3:45])([CH3:44])[CH3:43])=O.[C:54](=O)([O-:56])[OH:55].[Na+].Cl, predict the reaction product. The product is: [C:42]([O:41][C:32]([NH:33][CH2:34][CH2:35][C:22]1[C:26]2[C:25](=[CH:21][C:20]([Cl:19])=[C:28]3[O:29][CH2:30][CH2:31][C:27]3=2)[NH:24][C:23]=1[C:54]([OH:56])=[O:55])=[O:36])([CH3:45])([CH3:44])[CH3:43]. (3) Given the reactants FC(F)(F)C(O)=O.[NH2:8][CH2:9][C:10]1[CH:34]=[C:33]([F:35])[CH:32]=[CH:31][C:11]=1[CH2:12][O:13][C:14]1[CH:19]=[C:18]([CH3:20])[N:17]([C:21]2[C:26]([F:27])=[CH:25][CH:24]=[CH:23][C:22]=2[F:28])[C:16](=[O:29])[C:15]=1[Br:30].C(N(CC)CC)C.[CH3:43][O:44][C:45](Cl)=[O:46], predict the reaction product. The product is: [Br:30][C:15]1[C:16](=[O:29])[N:17]([C:21]2[C:22]([F:28])=[CH:23][CH:24]=[CH:25][C:26]=2[F:27])[C:18]([CH3:20])=[CH:19][C:14]=1[O:13][CH2:12][C:11]1[CH:31]=[CH:32][C:33]([F:35])=[CH:34][C:10]=1[CH2:9][NH:8][C:45](=[O:46])[O:44][CH3:43]. (4) Given the reactants [CH2:1]([C@@H:5]1[NH:10][CH2:9][C@H:8]([CH2:11][CH:12]([CH3:14])[CH3:13])[NH:7][C:6]1=[O:15])[CH:2]([CH3:4])[CH3:3].[F:16][C:17]1[CH:18]=[C:19]([CH:25]=[CH:26][CH:27]=1)[CH:20]=[CH:21][C:22](O)=[O:23].C([C@@H]1N(C(=O)/C=C/C2C=CC=CC=2)C[C@H](CC(C)C)NC1=O)C(C)C, predict the reaction product. The product is: [F:16][C:17]1[CH:18]=[C:19]([CH:20]=[CH:21][C:22]([N:10]2[CH2:9][C@H:8]([CH2:11][CH:12]([CH3:14])[CH3:13])[NH:7][C:6](=[O:15])[C@@H:5]2[CH2:1][CH:2]([CH3:4])[CH3:3])=[O:23])[CH:25]=[CH:26][CH:27]=1. (5) Given the reactants ClCCl.[CH3:4][N:5]=[C:6]=[O:7].[Cl:8][C:9]1[CH:14]=[CH:13][C:12]([CH:15]([C:37]2[CH:42]=[CH:41][C:40]([Cl:43])=[CH:39][CH:38]=2)[N:16]2[CH2:19][C:18](=[CH:20][S:21]([CH2:24][C:25]3[CH:26]=[C:27]([N:31]4[CH2:36][CH2:35][NH:34][CH2:33][CH2:32]4)[CH:28]=[CH:29][CH:30]=3)(=[O:23])=[O:22])[CH2:17]2)=[CH:11][CH:10]=1, predict the reaction product. The product is: [CH3:4][NH:5][C:6]([N:34]1[CH2:35][CH2:36][N:31]([C:27]2[CH:28]=[CH:29][CH:30]=[C:25]([CH2:24][S:21]([CH:20]=[C:18]3[CH2:17][N:16]([CH:15]([C:12]4[CH:11]=[CH:10][C:9]([Cl:8])=[CH:14][CH:13]=4)[C:37]4[CH:42]=[CH:41][C:40]([Cl:43])=[CH:39][CH:38]=4)[CH2:19]3)(=[O:22])=[O:23])[CH:26]=2)[CH2:32][CH2:33]1)=[O:7]. (6) The product is: [NH2:51][C@@H:52]([C:53]([NH:1][C@H:2]1[CH2:7][CH2:6][C@H:5]([NH:8][C:9]2[CH:10]=[C:11]([NH:28][C:29]3[CH:34]=[CH:33][CH:32]=[CH:31][N:30]=3)[C:12]3[N:13]([C:15]([C:18]([NH:20][C:21]4[CH:26]=[CH:25][N:24]=[CH:23][C:22]=4[F:27])=[O:19])=[CH:16][N:17]=3)[N:14]=2)[CH2:4][CH2:3]1)=[O:54])[CH3:56]. Given the reactants [NH2:1][C@H:2]1[CH2:7][CH2:6][C@H:5]([NH:8][C:9]2[CH:10]=[C:11]([NH:28][C:29]3[CH:34]=[CH:33][CH:32]=[CH:31][N:30]=3)[C:12]3[N:13]([C:15]([C:18]([NH:20][C:21]4[CH:26]=[CH:25][N:24]=[CH:23][C:22]=4[F:27])=[O:19])=[CH:16][N:17]=3)[N:14]=2)[CH2:4][CH2:3]1.CCN(C(C)C)C(C)C.C(OC([NH:51][C@H:52]([CH3:56])[C:53](O)=[O:54])=O)(C)(C)C.F[P-](F)(F)(F)(F)F.N1(O[P+](N(C)C)(N(C)C)N(C)C)C2C=CC=CC=2N=N1, predict the reaction product. (7) Given the reactants [C:1]([C:5]1[CH:10]=[CH:9][C:8]([S:11]([NH:14][C:15]2[CH:20]=[CH:19][C:18]([Cl:21])=[CH:17][C:16]=2[N:22]2[C:30]3[CH2:29][CH2:28][CH2:27][NH:26][C:25]=3[N:24]=[N:23]2)(=[O:13])=[O:12])=[CH:7][CH:6]=1)([CH3:4])([CH3:3])[CH3:2].[CH:31](O)=O, predict the reaction product. The product is: [C:1]([C:5]1[CH:10]=[CH:9][C:8]([S:11]([NH:14][C:15]2[CH:20]=[CH:19][C:18]([Cl:21])=[CH:17][C:16]=2[N:22]2[C:30]3[CH2:29][CH2:28][CH2:27][N:26]([CH3:31])[C:25]=3[N:24]=[N:23]2)(=[O:12])=[O:13])=[CH:7][CH:6]=1)([CH3:4])([CH3:2])[CH3:3].